This data is from Peptide-MHC class II binding affinity with 134,281 pairs from IEDB. The task is: Regression. Given a peptide amino acid sequence and an MHC pseudo amino acid sequence, predict their binding affinity value. This is MHC class II binding data. (1) The peptide sequence is AVSTAAVAAAPQTTP. The MHC is HLA-DQA10501-DQB10301 with pseudo-sequence HLA-DQA10501-DQB10301. The binding affinity (normalized) is 0.612. (2) The binding affinity (normalized) is 0.0417. The MHC is HLA-DQA10401-DQB10402 with pseudo-sequence HLA-DQA10401-DQB10402. The peptide sequence is PTIGVGGNFAGGGFG. (3) The peptide sequence is AAFTSSSKAATAKAP. The MHC is DRB4_0101 with pseudo-sequence DRB4_0103. The binding affinity (normalized) is 0.141. (4) The peptide sequence is ITAHLKRLWKMLDPR. The MHC is DRB1_0301 with pseudo-sequence DRB1_0301. The binding affinity (normalized) is 0.316. (5) The MHC is HLA-DPA10103-DPB10401 with pseudo-sequence HLA-DPA10103-DPB10401. The peptide sequence is EICPAVKRDVDLFLTGT. The binding affinity (normalized) is 0.403. (6) The peptide sequence is PLVMAWRTIMAVLFV. The MHC is DRB1_0101 with pseudo-sequence DRB1_0101. The binding affinity (normalized) is 0.389. (7) The peptide sequence is FFTELDGVRLHRFAPPCKPL. The MHC is DRB1_1501 with pseudo-sequence DRB1_1501. The binding affinity (normalized) is 0.604. (8) The peptide sequence is IEPIVATNWQKLEAFWHKHM. The MHC is DRB1_0405 with pseudo-sequence DRB1_0405. The binding affinity (normalized) is 0.434.